This data is from Forward reaction prediction with 1.9M reactions from USPTO patents (1976-2016). The task is: Predict the product of the given reaction. (1) Given the reactants Cl[C:2]1[C:7]([F:8])=[CH:6][N:5]=[C:4]2[NH:9][C:10]([C:12]3[CH:21]=[CH:20][C:15]([C:16]([O:18][CH3:19])=[O:17])=[CH:14][CH:13]=3)=[N:11][C:3]=12.Cl.[I-:23].[Na+].[O-]S([O-])(=S)=O.[Na+].[Na+], predict the reaction product. The product is: [F:8][C:7]1[C:2]([I:23])=[C:3]2[N:11]=[C:10]([C:12]3[CH:21]=[CH:20][C:15]([C:16]([O:18][CH3:19])=[O:17])=[CH:14][CH:13]=3)[NH:9][C:4]2=[N:5][CH:6]=1. (2) Given the reactants [C:1]([C:3]1[CH:8]=[CH:7][C:6]([C:9]2[CH:14]=[CH:13][CH:12]=[C:11]([S:15]([C:18]3[CH:35]=[CH:34][C:21]4[CH2:22][CH2:23][N:24](C(OC(C)(C)C)=O)[CH2:25][CH2:26][C:20]=4[CH:19]=3)(=[O:17])=[O:16])[CH:10]=2)=[CH:5][CH:4]=1)#[N:2].Cl.O1CCOCC1, predict the reaction product. The product is: [C:1]([C:3]1[CH:4]=[CH:5][C:6]([C:9]2[CH:14]=[CH:13][CH:12]=[C:11]([S:15]([C:18]3[CH:35]=[CH:34][C:21]4[CH2:22][CH2:23][NH:24][CH2:25][CH2:26][C:20]=4[CH:19]=3)(=[O:16])=[O:17])[CH:10]=2)=[CH:7][CH:8]=1)#[N:2]. (3) Given the reactants [CH2:1]([O:8][C:9]([N:11]1[C:19]2[C:14](=[CH:15][CH:16]=[C:17]([N+:20]([O-])=O)[CH:18]=2)[CH2:13][CH2:12]1)=[O:10])[C:2]1[CH:7]=[CH:6][CH:5]=[CH:4][CH:3]=1.O.O.[Sn](Cl)Cl, predict the reaction product. The product is: [NH2:20][C:17]1[CH:18]=[C:19]2[C:14]([CH2:13][CH2:12][N:11]2[C:9]([O:8][CH2:1][C:2]2[CH:7]=[CH:6][CH:5]=[CH:4][CH:3]=2)=[O:10])=[CH:15][CH:16]=1. (4) Given the reactants [CH3:1][O:2][C:3]1[CH:4]=[C:5]2[C:9](=[CH:10][CH:11]=1)[NH:8][C:7]([CH2:12][CH2:13][CH3:14])=[C:6]2[CH:15]=O.[C:17]([C:20]1[CH:25]=[CH:24][N:23]=[CH:22][CH:21]=1)(=[O:19])[CH3:18].N1CCCCC1, predict the reaction product. The product is: [CH3:1][O:2][C:3]1[CH:4]=[C:5]2[C:9](=[CH:10][CH:11]=1)[NH:8][C:7]([CH2:12][CH2:13][CH3:14])=[C:6]2/[CH:15]=[CH:18]/[C:17]([C:20]1[CH:25]=[CH:24][N:23]=[CH:22][CH:21]=1)=[O:19]. (5) Given the reactants [O:1]1[C:5]2[CH:6]=[CH:7][C:8]([C:10]3[CH:11]=[C:12]([S:16]([NH:19][C:20]4[CH:28]=[CH:27][C:23]([C:24]([OH:26])=[O:25])=[C:22]([OH:29])[CH:21]=4)(=[O:18])=[O:17])[CH:13]=[CH:14][CH:15]=3)=[CH:9][C:4]=2[CH2:3][CH2:2]1.[CH3:30][O:31][CH:32](O)[CH3:33], predict the reaction product. The product is: [O:1]1[C:5]2[CH:6]=[CH:7][C:8]([C:10]3[CH:11]=[C:12]([S:16]([NH:19][C:20]4[CH:28]=[CH:27][C:23]([C:24]([O:26][CH2:33][CH2:32][O:31][CH3:30])=[O:25])=[C:22]([OH:29])[CH:21]=4)(=[O:17])=[O:18])[CH:13]=[CH:14][CH:15]=3)=[CH:9][C:4]=2[CH2:3][CH2:2]1. (6) Given the reactants Cl.[F:2][C:3]1[CH:11]=[C:10]2[C:6]([C:7]([C:21]3[CH:22]=[N:23][N:24]([CH:26]4[CH2:31][CH2:30][NH:29][CH2:28][CH2:27]4)[CH:25]=3)=[CH:8][N:9]2[S:12]([C:15]2[CH:20]=[CH:19][CH:18]=[CH:17][CH:16]=2)(=[O:14])=[O:13])=[CH:5][CH:4]=1.CCN(CC)CC.[CH2:39]([S:41](Cl)(=[O:43])=[O:42])[CH3:40], predict the reaction product. The product is: [CH2:39]([S:41]([N:29]1[CH2:30][CH2:31][CH:26]([N:24]2[CH:25]=[C:21]([C:7]3[C:6]4[C:10](=[CH:11][C:3]([F:2])=[CH:4][CH:5]=4)[N:9]([S:12]([C:15]4[CH:16]=[CH:17][CH:18]=[CH:19][CH:20]=4)(=[O:13])=[O:14])[CH:8]=3)[CH:22]=[N:23]2)[CH2:27][CH2:28]1)(=[O:43])=[O:42])[CH3:40]. (7) Given the reactants [NH2:1][C:2]1[CH:3]=[CH:4][C:5]2[C:14]([CH:15]=1)=[N:13][C:12]1[C:7](=[CH:8][CH:9]=[CH:10][CH:11]=1)[C:6]=2[NH2:16].[C:17](OC(=O)C)(=[O:19])[CH3:18].C(N(CC)CC)C, predict the reaction product. The product is: [C:17]([NH:1][C:2]1[CH:3]=[CH:4][C:5]2[C:14]([CH:15]=1)=[N:13][C:12]1[C:7](=[CH:8][CH:9]=[CH:10][CH:11]=1)[C:6]=2[NH2:16])(=[O:19])[CH3:18]. (8) Given the reactants [CH:1]([C:3]1[CH:8]=[CH:7][C:6]([C:9]2[CH:10]=[N:11][CH:12]=[N:13][CH:14]=2)=[CH:5][CH:4]=1)=O.[CH3:15][O:16][C:17]1[CH:18]=[C:19]([CH:21]=[CH:22][CH:23]=1)[NH2:20], predict the reaction product. The product is: [CH3:15][O:16][C:17]1[CH:18]=[C:19]([CH:21]=[CH:22][CH:23]=1)[N:20]=[CH:1][C:3]1[CH:8]=[CH:7][C:6]([C:9]2[CH:10]=[N:11][CH:12]=[N:13][CH:14]=2)=[CH:5][CH:4]=1.